From a dataset of Full USPTO retrosynthesis dataset with 1.9M reactions from patents (1976-2016). Predict the reactants needed to synthesize the given product. (1) Given the product [Cl:1][C:2]1[CH:23]=[CH:22][C:5]([CH2:6][NH:7][C:8]([C:10]2[C:15](=[O:16])[N:14]3[CH:17]=[C:18]([C:33]#[C:32][CH2:31][OH:34])[CH:19]=[CH:20][C:13]3=[N:12][CH:11]=2)=[O:9])=[CH:4][CH:3]=1, predict the reactants needed to synthesize it. The reactants are: [Cl:1][C:2]1[CH:23]=[CH:22][C:5]([CH2:6][NH:7][C:8]([C:10]2[C:15](=[O:16])[N:14]3[CH:17]=[C:18](I)[CH:19]=[CH:20][C:13]3=[N:12][CH:11]=2)=[O:9])=[CH:4][CH:3]=1.CCN(CC)CC.[CH2:31]([OH:34])[C:32]#[CH:33]. (2) Given the product [O:50]=[C:49]([NH:48][CH2:47][CH2:46][CH2:45][CH2:44][C@@H:43]([C:59]([O:61][C:62]([CH3:65])([CH3:64])[CH3:63])=[O:60])[NH:42][C:24](=[O:26])[NH:1][C@H:2]([C:15]([O:17][C:18]([CH3:21])([CH3:20])[CH3:19])=[O:16])[CH2:3][CH2:4][C:5]([O:6][CH2:7][C:8]1[CH:9]=[CH:10][CH:11]=[CH:12][CH:13]=1)=[O:14])[O:51][CH2:52][C:53]1[CH:54]=[CH:55][CH:56]=[CH:57][CH:58]=1, predict the reactants needed to synthesize it. The reactants are: [NH2:1][C@H:2]([C:15]([O:17][C:18]([CH3:21])([CH3:20])[CH3:19])=[O:16])[CH2:3][CH2:4][C:5](=[O:14])[O:6][CH2:7][C:8]1[CH:13]=[CH:12][CH:11]=[CH:10][CH:9]=1.Cl.Cl[C:24](Cl)([O:26]C(=O)OC(Cl)(Cl)Cl)Cl.C(N(CC)CC)C.[NH2:42][C@H:43]([C:59]([O:61][C:62]([CH3:65])([CH3:64])[CH3:63])=[O:60])[CH2:44][CH2:45][CH2:46][CH2:47][NH:48][C:49]([O:51][CH2:52][C:53]1[CH:58]=[CH:57][CH:56]=[CH:55][CH:54]=1)=[O:50]. (3) Given the product [OH:23][C:15]1[C:16]2[CH:22]=[CH:21][N:20]=[CH:19][C:17]=2[N:18]=[C:13]([O:1][C:2]2[CH:3]=[CH:4][C:5]([NH:8][C:9](=[O:11])[CH3:10])=[CH:6][CH:7]=2)[N:14]=1, predict the reactants needed to synthesize it. The reactants are: [OH:1][C:2]1[CH:7]=[CH:6][C:5]([NH:8][C:9](=[O:11])[CH3:10])=[CH:4][CH:3]=1.Cl[C:13]1[N:14]=[C:15]([OH:23])[C:16]2[CH:22]=[CH:21][N:20]=[CH:19][C:17]=2[N:18]=1. (4) Given the product [Cl:1][C:2]1[N:11]=[C:10]([NH:33][CH2:32][C:27]2[CH:28]=[CH:29][CH:30]=[CH:31][N:26]=2)[C:9]2[C:4](=[CH:5][CH:6]=[CH:7][C:8]=2[C:13]2[CH:18]=[CH:17][CH:16]=[CH:15][CH:14]=2)[N:3]=1, predict the reactants needed to synthesize it. The reactants are: [Cl:1][C:2]1[N:11]=[C:10](Cl)[C:9]2[C:4](=[CH:5][CH:6]=[CH:7][C:8]=2[C:13]2[CH:18]=[CH:17][CH:16]=[CH:15][CH:14]=2)[N:3]=1.C(N(CC)CC)C.[N:26]1[CH:31]=[CH:30][CH:29]=[CH:28][C:27]=1[CH2:32][NH2:33]. (5) Given the product [ClH:26].[NH2:1][C:2]1[C:11]2[C:6](=[C:7]([NH:12][CH:13]3[CH2:18][CH2:17][NH:16][CH2:15][CH2:14]3)[CH:8]=[CH:9][CH:10]=2)[CH:5]=[CH:4][N:3]=1, predict the reactants needed to synthesize it. The reactants are: [NH2:1][C:2]1[C:11]2[C:6](=[C:7]([NH:12][CH:13]3[CH2:18][CH2:17][N:16](C(OC(C)(C)C)=O)[CH2:15][CH2:14]3)[CH:8]=[CH:9][CH:10]=2)[CH:5]=[CH:4][N:3]=1.[ClH:26].CO. (6) Given the product [CH3:1][C:2]1[CH:3]=[C:4]([CH:19]=[CH:20][C:21]=1[CH3:22])[C:5]([C:7]1[C:16](=[O:17])[C:15]2[C:10](=[CH:11][CH:12]=[C:13]([F:18])[CH:14]=2)[N:9]([CH2:33][C:34]2[CH:41]=[CH:40][CH:39]=[C:36]([CH3:37])[CH:35]=2)[CH:8]=1)=[O:6], predict the reactants needed to synthesize it. The reactants are: [CH3:1][C:2]1[CH:3]=[C:4]([CH:19]=[CH:20][C:21]=1[CH3:22])[C:5]([C:7]1[C:16](=[O:17])[C:15]2[C:10](=[CH:11][CH:12]=[C:13]([F:18])[CH:14]=2)[NH:9][CH:8]=1)=[O:6].C[Si](C)(C)[N-][Si](C)(C)C.[K+].[CH3:33][C:34]1[CH:35]=[C:36]([CH:39]=[CH:40][CH:41]=1)[CH2:37]Br.